This data is from NCI-60 drug combinations with 297,098 pairs across 59 cell lines. The task is: Regression. Given two drug SMILES strings and cell line genomic features, predict the synergy score measuring deviation from expected non-interaction effect. (1) Drug 1: C1=CC(=CC=C1CC(C(=O)O)N)N(CCCl)CCCl.Cl. Drug 2: CN1C(=O)N2C=NC(=C2N=N1)C(=O)N. Cell line: OVCAR3. Synergy scores: CSS=24.2, Synergy_ZIP=-1.27, Synergy_Bliss=8.39, Synergy_Loewe=4.46, Synergy_HSA=5.62. (2) Drug 1: C1=C(C(=O)NC(=O)N1)F. Drug 2: C1=CC(=CC=C1CC(C(=O)O)N)N(CCCl)CCCl.Cl. Cell line: SW-620. Synergy scores: CSS=48.2, Synergy_ZIP=-2.15, Synergy_Bliss=-0.0181, Synergy_Loewe=0.385, Synergy_HSA=1.52. (3) Drug 1: CC1=C2C(C(=O)C3(C(CC4C(C3C(C(C2(C)C)(CC1OC(=O)C(C(C5=CC=CC=C5)NC(=O)OC(C)(C)C)O)O)OC(=O)C6=CC=CC=C6)(CO4)OC(=O)C)OC)C)OC. Drug 2: COC1=C(C=C2C(=C1)N=CN=C2NC3=CC(=C(C=C3)F)Cl)OCCCN4CCOCC4. Cell line: CCRF-CEM. Synergy scores: CSS=83.3, Synergy_ZIP=21.4, Synergy_Bliss=21.7, Synergy_Loewe=-21.4, Synergy_HSA=23.2.